Dataset: TCR-epitope binding with 47,182 pairs between 192 epitopes and 23,139 TCRs. Task: Binary Classification. Given a T-cell receptor sequence (or CDR3 region) and an epitope sequence, predict whether binding occurs between them. The epitope is TLIGDCATV. The TCR CDR3 sequence is CASSLIAGGQETQYF. Result: 1 (the TCR binds to the epitope).